This data is from Reaction yield outcomes from USPTO patents with 853,638 reactions. The task is: Predict the reaction yield, written as a fraction of the theoretical maximum amount of product (1.0 means a 100% yield; for example, 0.34 means a 34% yield). The reactants are [Br-].ClC1C=C[C:6]([C:9](=O)[CH2:10][N+:11]2[CH:16]=[CH:15][C:14](C(C)C)=[CH:13][CH:12]=2)=CC=1.CC(C)(CC#CC(=O)C(C)(C)C)C(OCC)=O. The catalyst is CN(C=O)C. The product is [CH2:6]1[C:12]2[N:11]([CH2:16][CH:15]=[CH:14][CH:13]=2)[CH2:10][CH2:9]1. The yield is 0.150.